This data is from Reaction yield outcomes from USPTO patents with 853,638 reactions. The task is: Predict the reaction yield, written as a fraction of the theoretical maximum amount of product (1.0 means a 100% yield; for example, 0.34 means a 34% yield). The reactants are [O:1]=[C:2]1[N:7]2[N:8]=[CH:9][CH:10]=[C:6]2[C:5]2[CH:11]=[C:12]([CH:14]=[O:15])[S:13][C:4]=2[NH:3]1.Cl[CH2:17][C:18]1[CH:23]=[CH:22][C:21]([O:24][CH3:25])=[CH:20][CH:19]=1.C(=O)([O-])[O-].[K+].[K+].[Cl-].[NH4+]. The catalyst is CN(C)C=O. The product is [CH3:25][O:24][C:21]1[CH:22]=[CH:23][C:18]([CH2:17][N:3]2[C:4]3[S:13][C:12]([CH:14]=[O:15])=[CH:11][C:5]=3[C:6]3=[CH:10][CH:9]=[N:8][N:7]3[C:2]2=[O:1])=[CH:19][CH:20]=1. The yield is 0.890.